From a dataset of Forward reaction prediction with 1.9M reactions from USPTO patents (1976-2016). Predict the product of the given reaction. (1) Given the reactants [Cl:1][C:2]1[CH:7]=[CH:6][CH:5]=[CH:4][C:3]=1[NH:8][C:9]1[C:18]2[CH:19]=[CH:20][S:21][C:17]=2[C:16]2[C:11](=[C:12]([C:22]([OH:24])=O)[CH:13]=[CH:14][CH:15]=2)[N:10]=1.[Cl-].[NH4+].C1C=CC2N(O)N=[N:33]C=2C=1.CCN(C(C)C)C(C)C.CCN=C=NCCCN(C)C, predict the reaction product. The product is: [Cl:1][C:2]1[CH:7]=[CH:6][CH:5]=[CH:4][C:3]=1[NH:8][C:9]1[C:18]2[CH:19]=[CH:20][S:21][C:17]=2[C:16]2[C:11](=[C:12]([C:22]([NH2:33])=[O:24])[CH:13]=[CH:14][CH:15]=2)[N:10]=1. (2) Given the reactants C([O:5][C:6](=[O:21])[CH2:7][CH2:8][C:9]1[CH:14]=[CH:13][C:12]([O:15][CH2:16][C:17]([O:19][CH3:20])=[O:18])=[CH:11][CH:10]=1)(C)(C)C.C(O)(C(F)(F)F)=O, predict the reaction product. The product is: [CH3:20][O:19][C:17]([CH2:16][O:15][C:12]1[CH:13]=[CH:14][C:9]([CH2:8][CH2:7][C:6]([OH:21])=[O:5])=[CH:10][CH:11]=1)=[O:18]. (3) Given the reactants O[CH:2]([CH:4]1[CH2:8][N:7]([CH2:9][C:10]2[CH:15]=[CH:14][C:13]([O:16][CH3:17])=[CH:12][CH:11]=2)[C:6](=[O:18])[CH2:5]1)[CH3:3].CS(Cl)(=O)=O.[F:24][C:25]([F:34])([F:33])[C:26]1[CH:27]=[C:28]([SH:32])[CH:29]=[CH:30][CH:31]=1.C(=O)([O-])[O-].[K+].[K+], predict the reaction product. The product is: [CH3:17][O:16][C:13]1[CH:14]=[CH:15][C:10]([CH2:9][N:7]2[CH2:8][CH:4]([CH:2]([S:32][C:28]3[CH:29]=[CH:30][CH:31]=[C:26]([C:25]([F:24])([F:33])[F:34])[CH:27]=3)[CH3:3])[CH2:5][C:6]2=[O:18])=[CH:11][CH:12]=1. (4) Given the reactants [F:1][B-:2]([F:5])([F:4])[F:3].[C:6]([C@H:10]1[N:17]2[C:13](=[N:14][N+:15]([C:18]3[C:23]([F:24])=[C:22]([F:25])[C:21]([F:26])=[C:20]([F:27])[C:19]=3[F:28])=[CH:16]2)[C@H:12]([F:29])[CH2:11]1)([CH3:9])([CH3:8])[CH3:7].C([C@@H]1NC(=O)[C@H](F)C1)(C)(C)C.[Na+].[Cl-], predict the reaction product. The product is: [F:1][B-:2]([F:5])([F:4])[F:3].[C:6]([C@H:10]1[N:17]2[C:13](=[N:14][N+:15]([C:18]3[C:19]([F:28])=[C:20]([F:27])[C:21]([F:26])=[C:22]([F:25])[C:23]=3[F:24])=[CH:16]2)[C@@H:12]([F:29])[CH2:11]1)([CH3:9])([CH3:7])[CH3:8]. (5) Given the reactants [Cl:1][C:2]1[CH:7]=[CH:6][C:5]([I:8])=[CH:4][C:3]=1[CH3:9].[Br:10]N1C(=O)CCC1=O, predict the reaction product. The product is: [Br:10][CH2:9][C:3]1[CH:4]=[C:5]([I:8])[CH:6]=[CH:7][C:2]=1[Cl:1]. (6) The product is: [OH:15][CH:10]([CH2:11][CH2:12][CH:13]=[CH2:14])[CH:4]([CH3:3])[C:5]([O:7][CH2:8][CH3:9])=[O:6]. Given the reactants [BH4-].[Na+].[CH3:3][CH:4]([C:10](=[O:15])[CH2:11][CH2:12][CH:13]=[CH2:14])[C:5]([O:7][CH2:8][CH3:9])=[O:6], predict the reaction product. (7) Given the reactants [NH2:1][C:2]1[C:11]2[N:12]=[C:13]([CH2:22][CH2:23][CH2:24][CH3:25])[N:14]([CH2:15][CH2:16][NH:17][S:18]([CH3:21])(=[O:20])=[O:19])[C:10]=2[C:9]2[CH:8]=[CH:7][C:6](Br)=[CH:5][C:4]=2[N:3]=1.[CH:27]([B-](F)(F)F)=[CH2:28].[K+], predict the reaction product. The product is: [NH2:1][C:2]1[C:11]2[N:12]=[C:13]([CH2:22][CH2:23][CH2:24][CH3:25])[N:14]([CH2:15][CH2:16][NH:17][S:18]([CH3:21])(=[O:20])=[O:19])[C:10]=2[C:9]2[CH:8]=[CH:7][C:6]([CH:27]=[CH2:28])=[CH:5][C:4]=2[N:3]=1. (8) Given the reactants [CH3:1][O:2][CH2:3][C@@H:4]([O:6][C:7]1[CH:8]=[C:9]([CH:14]=[C:15]([O:17][C:18]2[CH:23]=[CH:22][C:21]([S:24]([CH3:27])(=[O:26])=[O:25])=[CH:20][CH:19]=2)[CH:16]=1)[C:10]([O:12]C)=[O:11])[CH3:5].[OH-].[Na+], predict the reaction product. The product is: [CH3:1][O:2][CH2:3][C@@H:4]([O:6][C:7]1[CH:8]=[C:9]([CH:14]=[C:15]([O:17][C:18]2[CH:19]=[CH:20][C:21]([S:24]([CH3:27])(=[O:25])=[O:26])=[CH:22][CH:23]=2)[CH:16]=1)[C:10]([OH:12])=[O:11])[CH3:5].